From a dataset of Peptide-MHC class I binding affinity with 185,985 pairs from IEDB/IMGT. Regression. Given a peptide amino acid sequence and an MHC pseudo amino acid sequence, predict their binding affinity value. This is MHC class I binding data. (1) The peptide sequence is NTNMGLKFR. The MHC is HLA-A02:06 with pseudo-sequence HLA-A02:06. The binding affinity (normalized) is 0. (2) The peptide sequence is LVTRKCPQKK. The MHC is HLA-A11:01 with pseudo-sequence HLA-A11:01. The binding affinity (normalized) is 0.106. (3) The peptide sequence is LENDMKFTV. The MHC is HLA-B40:01 with pseudo-sequence HLA-B40:01. The binding affinity (normalized) is 0.554. (4) The peptide sequence is HSRRSRRSL. The MHC is HLA-A02:19 with pseudo-sequence HLA-A02:19. The binding affinity (normalized) is 0.0847.